This data is from Forward reaction prediction with 1.9M reactions from USPTO patents (1976-2016). The task is: Predict the product of the given reaction. The product is: [N:1]1[C:5]2[CH:6]=[CH:7][C:8]([CH:10]3[CH2:15][CH2:14][CH:13]([N:17]4[CH2:20][CH:19]([NH:21][C:22]([CH2:24][NH:25][C:26](=[O:37])[C:27]5[CH:32]=[CH:31][CH:30]=[C:29]([C:33]([F:36])([F:34])[F:35])[CH:28]=5)=[O:23])[CH2:18]4)[CH2:12][CH2:11]3)=[CH:9][C:4]=2[NH:3][CH:2]=1. Given the reactants [N:1]1[C:5]2[CH:6]=[CH:7][C:8]([C:10]3[CH2:15][CH2:14][C:13](=O)[CH2:12][CH:11]=3)=[CH:9][C:4]=2[NH:3][CH:2]=1.[NH:17]1[CH2:20][CH:19]([NH:21][C:22]([CH2:24][NH:25][C:26](=[O:37])[C:27]2[CH:32]=[CH:31][CH:30]=[C:29]([C:33]([F:36])([F:35])[F:34])[CH:28]=2)=[O:23])[CH2:18]1, predict the reaction product.